This data is from Reaction yield outcomes from USPTO patents with 853,638 reactions. The task is: Predict the reaction yield, written as a fraction of the theoretical maximum amount of product (1.0 means a 100% yield; for example, 0.34 means a 34% yield). (1) The reactants are Cl[CH2:2][C@H:3]([OH:18])[CH2:4][P:5]([C:10]([O:15][CH2:16][CH3:17])([O:12][CH2:13][CH3:14])[CH3:11])(=[O:9])[O:6][CH2:7][CH3:8].[NH3:19]. The catalyst is C(O)C. The product is [NH2:19][CH2:2][C@H:3]([OH:18])[CH2:4][P:5]([C:10]([O:15][CH2:16][CH3:17])([O:12][CH2:13][CH3:14])[CH3:11])(=[O:9])[O:6][CH2:7][CH3:8]. The yield is 0.260. (2) The reactants are [CH3:1][O:2][C:3]1[CH:11]=[CH:10][C:6]([C:7]([OH:9])=[O:8])=[C:5]([N+:12]([O-:14])=[O:13])[CH:4]=1.[CH2:15]1CCN2C(=NCCC2)CC1.IC.O. The catalyst is CN(C=O)C. The product is [CH3:1][O:2][C:3]1[CH:11]=[CH:10][C:6]([C:7]([O:9][CH3:15])=[O:8])=[C:5]([N+:12]([O-:14])=[O:13])[CH:4]=1. The yield is 0.850. (3) The reactants are [C:1]([N:4]1[CH2:9][CH2:8][C:7]2[N:10](C3CCOCC3)[N:11]=[C:12]([N:13]3[C:22]4[C:17](=[CH:18][C:19](Br)=[C:20]([C:23]#N)[CH:21]=4)CCC3)[C:6]=2[CH2:5]1)(=[O:3])[CH3:2].C([O-])([O-])=O.[Cs+].[Cs+].Cl[CH2:39][CH2:40][O:41][CH3:42]. The catalyst is CN(C=O)C. The product is [CH3:42][O:41][CH2:40][CH2:39][N:10]1[C:7]2[CH2:8][CH2:9][N:4]([C:1](=[O:3])[CH3:2])[CH2:5][C:6]=2[C:12]([NH:13][C:22]2[CH:21]=[C:20]([CH3:23])[CH:19]=[CH:18][CH:17]=2)=[N:11]1. The yield is 0.200. (4) The reactants are C[O:2][C:3](=[O:24])[C:4]1[CH:9]=[CH:8][C:7]([O:10][CH2:11][C:12]2[C:13]([C:18]3[CH:23]=[CH:22][CH:21]=[CH:20][N:19]=3)=[N:14][O:15][C:16]=2[CH3:17])=[N:6][CH:5]=1.O.[OH-].[Li+].Cl. The catalyst is C1COCC1.CO.O. The product is [CH3:17][C:16]1[O:15][N:14]=[C:13]([C:18]2[CH:23]=[CH:22][CH:21]=[CH:20][N:19]=2)[C:12]=1[CH2:11][O:10][C:7]1[CH:8]=[CH:9][C:4]([C:3]([OH:24])=[O:2])=[CH:5][N:6]=1. The yield is 0.900. (5) The reactants are Br[C:2]1[CH:7]=[CH:6][C:5]([O:8][CH:9]2[CH2:13][CH2:12][CH2:11][CH2:10]2)=[CH:4][N:3]=1.[CH3:14][N:15]1[CH:19]=[CH:18][C:17]([NH2:20])=[N:16]1. The catalyst is O1CCOCC1.Cl[Pd-](P(C1CC2CC1CC2)C1CC2CC1CC2)[C-]1C=CC=C1N(C)C.[CH-]1C=CC=C1.[Fe+2]. The product is [CH:9]1([O:8][C:5]2[CH:6]=[CH:7][C:2]([NH:20][C:17]3[CH:18]=[CH:19][N:15]([CH3:14])[N:16]=3)=[N:3][CH:4]=2)[CH2:13][CH2:12][CH2:11][CH2:10]1. The yield is 0.290. (6) The catalyst is CO. The reactants are I[CH2:2][C:3]1[CH:4]=[C:5]([CH3:22])[CH:6]=[C:7]2[C:12]=1[O:11][CH:10]([C:13]([F:16])([F:15])[F:14])[C:9]([C:17]([O:19][CH2:20][CH3:21])=[O:18])=[CH:8]2.[CH3:23][S-:24].[Na+]. The yield is 0.980. The product is [CH3:22][C:5]1[CH:6]=[C:7]2[C:12](=[C:3]([CH2:2][S:24][CH3:23])[CH:4]=1)[O:11][CH:10]([C:13]([F:16])([F:14])[F:15])[C:9]([C:17]([O:19][CH2:20][CH3:21])=[O:18])=[CH:8]2. (7) The reactants are [NH2:1][C:2]([CH3:6])([CH3:5])[CH2:3][OH:4].[CH3:7][O:8][C:9]1[CH:17]=[C:16]([C:18]([F:21])([F:20])[F:19])[CH:15]=[C:14]([O:22][CH3:23])[C:10]=1[C:11](Cl)=[O:12].O. The catalyst is ClCCl. The product is [OH:4][CH2:3][C:2]([NH:1][C:11](=[O:12])[C:10]1[C:14]([O:22][CH3:23])=[CH:15][C:16]([C:18]([F:19])([F:20])[F:21])=[CH:17][C:9]=1[O:8][CH3:7])([CH3:6])[CH3:5]. The yield is 0.946. (8) The reactants are C(Cl)(=O)C(Cl)=O.[CH2:7]([O:14][C:15]1[CH:23]=[CH:22][C:18]([C:19]([OH:21])=O)=[CH:17][CH:16]=1)[C:8]1[CH:13]=[CH:12][CH:11]=[CH:10][CH:9]=1.C(N(CC)CC)C.[NH2:31][C:32]([CH3:36])([CH3:35])[CH2:33][OH:34]. The catalyst is ClCCl. The product is [CH2:7]([O:14][C:15]1[CH:16]=[CH:17][C:18]([C:19]([NH:31][C:32]([CH3:36])([CH3:35])[CH2:33][OH:34])=[O:21])=[CH:22][CH:23]=1)[C:8]1[CH:9]=[CH:10][CH:11]=[CH:12][CH:13]=1. The yield is 0.800. (9) The reactants are [F:1][CH:2]([F:16])[CH2:3][O:4][C:5]1[N:10]=[C:9]([O:11][CH3:12])[C:8]([C:13](=O)[CH3:14])=[CH:7][CH:6]=1.[CH3:17][C:18]([S@:21]([NH2:23])=[O:22])([CH3:20])[CH3:19]. No catalyst specified. The product is [F:1][CH:2]([F:16])[CH2:3][O:4][C:5]1[N:10]=[C:9]([O:11][CH3:12])[C:8]([CH:13]([NH:23][S@@:21]([C:18]([CH3:20])([CH3:19])[CH3:17])=[O:22])[CH3:14])=[CH:7][CH:6]=1. The yield is 0.730. (10) The reactants are [Br:1][CH:2]1[CH2:23][CH2:22][C:5]2=[CH:6][C:7]3[C:8]4[CH:17]=[CH:16][C:15]([C:18](=[O:21])[CH2:19]Br)=[CH:14][C:9]=4[CH2:10][O:11][C:12]=3[CH:13]=[C:4]2[C:3]1=[O:24].[C:25]([O:29][C:30]([N:32]1[C@@H:36]([CH3:37])[CH2:35][CH2:34][C@H:33]1[C:38]([OH:40])=[O:39])=[O:31])([CH3:28])([CH3:27])[CH3:26].C([O-])([O-])=O.[K+].[K+]. The catalyst is ClCCl. The product is [CH3:37][C@@H:36]1[N:32]([C:30]([O:29][C:25]([CH3:26])([CH3:27])[CH3:28])=[O:31])[C@H:33]([C:38]([O:40][CH2:19][C:18]([C:15]2[CH:16]=[CH:17][C:8]3[C:7]4[CH:6]=[C:5]5[CH2:22][CH2:23][CH:2]([Br:1])[C:3](=[O:24])[C:4]5=[CH:13][C:12]=4[O:11][CH2:10][C:9]=3[CH:14]=2)=[O:21])=[O:39])[CH2:34][CH2:35]1. The yield is 0.840.